This data is from Retrosynthesis with 50K atom-mapped reactions and 10 reaction types from USPTO. The task is: Predict the reactants needed to synthesize the given product. (1) Given the product CC(=CCC(C)CC(C)(C)C)c1ccc2ccccc2c1, predict the reactants needed to synthesize it. The reactants are: CC(CC=O)CC(C)(C)C.CC(c1ccc2ccccc2c1)[P+](c1ccccc1)(c1ccccc1)c1ccccc1. (2) Given the product COC(=O)[C@H](CCCCN)NC(=O)Nc1cc(OC)cc(C(C)(C)C)c1O, predict the reactants needed to synthesize it. The reactants are: COC(=O)[C@H](CCCCNC(=O)OCc1ccccc1)NC(=O)Nc1cc(OC)cc(C(C)(C)C)c1O. (3) The reactants are: C=C(C)COc1cc(OCC#CC)ncn1.[Cl-]. Given the product CC#CCOc1cc(OCC(C)(C)Cl)ncn1, predict the reactants needed to synthesize it. (4) Given the product CC(C)C(=O)Nc1cccc(C2CCN(CC[C@H](NC(=O)c3cc(Cl)cc(Cl)c3)c3ccccc3)CC2)c1, predict the reactants needed to synthesize it. The reactants are: CC(C)C(=O)Nc1cccc(C2CCN(CC[C@H](N)c3ccccc3)CC2)c1.O=C(Cl)c1cc(Cl)cc(Cl)c1. (5) Given the product O=C(OCCO)c1ccc(-c2ccc(O)cc2)cc1, predict the reactants needed to synthesize it. The reactants are: O=C(OCCOCc1ccccc1)c1ccc(-c2ccc(O)cc2)cc1. (6) Given the product CN1CCN(C(=O)[C@@H](N)CNC(=O)c2ccc(Cl)s2)CC1, predict the reactants needed to synthesize it. The reactants are: CN1CCN(C(=O)[C@H](CNC(=O)c2ccc(Cl)s2)NC(=O)OC(C)(C)C)CC1. (7) Given the product O=C(Cc1cc(C(F)(F)F)cc(C(F)(F)F)c1)N1CC[C@](CCN2CCN(C3CCCCC3)CC2)(c2ccc(Cl)c(Cl)c2)C1, predict the reactants needed to synthesize it. The reactants are: C1CCC(N2CCNCC2)CC1.CS(=O)(=O)OCC[C@@]1(c2ccc(Cl)c(Cl)c2)CCN(C(=O)Cc2cc(C(F)(F)F)cc(C(F)(F)F)c2)C1. (8) Given the product O=[N+]([O-])c1cc(C(F)(F)F)ccc1Sc1nc(-c2ccc(Cl)cc2)c(-c2ccc(Cl)cc2)[nH]1, predict the reactants needed to synthesize it. The reactants are: O=[N+]([O-])c1cc(C(F)(F)F)ccc1Cl.Sc1nc(-c2ccc(Cl)cc2)c(-c2ccc(Cl)cc2)[nH]1.